Dataset: Forward reaction prediction with 1.9M reactions from USPTO patents (1976-2016). Task: Predict the product of the given reaction. (1) Given the reactants [NH:1]1[CH2:5][CH2:4][N:3]=[C:2]1[C:6]1[C:10]2[CH:11]=[C:12]([O:29][CH:30]([CH3:32])[CH3:31])[C:13]([N:15]([CH2:20][C:21]3[CH:26]=[CH:25][C:24]([O:27][CH3:28])=[CH:23][CH:22]=3)[S:16]([CH3:19])(=[O:18])=[O:17])=[CH:14][C:9]=2[O:8][C:7]=1[C:33]1[CH:38]=[CH:37][C:36]([F:39])=[CH:35][CH:34]=1.C(=O)([O-])[O-].[K+].[K+].C(O)(=O)C.C(O)(=O)C.IC1C=CC=CC=1.C(=O)(O)[O-].[Na+], predict the reaction product. The product is: [F:39][C:36]1[CH:35]=[CH:34][C:33]([C:7]2[O:8][C:9]3[CH:14]=[C:13]([N:15]([CH2:20][C:21]4[CH:26]=[CH:25][C:24]([O:27][CH3:28])=[CH:23][CH:22]=4)[S:16]([CH3:19])(=[O:18])=[O:17])[C:12]([O:29][CH:30]([CH3:32])[CH3:31])=[CH:11][C:10]=3[C:6]=2[C:2]2[NH:3][CH:4]=[CH:5][N:1]=2)=[CH:38][CH:37]=1. (2) Given the reactants Cl[CH2:2][CH2:3][CH2:4][S:5]([N:8]1[CH2:13][CH2:12][CH:11]([C:14]2[C:22]3[C:17](=[C:18]([C:29]([NH2:31])=[O:30])[CH:19]=[C:20]([C:23]4[CH:28]=[CH:27][CH:26]=[CH:25][CH:24]=4)[CH:21]=3)[NH:16][CH:15]=2)[CH2:10][CH2:9]1)(=[O:7])=[O:6].[CH3:32][O-:33].[Na+], predict the reaction product. The product is: [CH3:32][O:33][CH2:2][CH2:3][CH2:4][S:5]([N:8]1[CH2:13][CH2:12][CH:11]([C:14]2[C:22]3[C:17](=[C:18]([C:29]([NH2:31])=[O:30])[CH:19]=[C:20]([C:23]4[CH:28]=[CH:27][CH:26]=[CH:25][CH:24]=4)[CH:21]=3)[NH:16][CH:15]=2)[CH2:10][CH2:9]1)(=[O:7])=[O:6]. (3) Given the reactants [Cl:1][C:2]1[CH:3]=[C:4]([CH:6]=[C:7]([Cl:18])[C:8]=1[S:9]([N:12]1[CH2:17][CH2:16][O:15][CH2:14][CH2:13]1)(=[O:11])=[O:10])[NH2:5].[C:19](N1C=CN=C1)(N1C=CN=C1)=[S:20], predict the reaction product. The product is: [Cl:18][C:7]1[CH:6]=[C:4]([N:5]=[C:19]=[S:20])[CH:3]=[C:2]([Cl:1])[C:8]=1[S:9]([N:12]1[CH2:17][CH2:16][O:15][CH2:14][CH2:13]1)(=[O:10])=[O:11]. (4) The product is: [O:1]1[C:5]2([CH2:10][CH2:9][CH:8]([N:19]3[CH2:18][CH2:17][CH2:16][C:15]3=[O:14])[CH2:7][CH2:6]2)[O:4][CH2:3][CH2:2]1. Given the reactants [O:1]1[C:5]2([CH2:10][CH2:9][C:8](=O)[CH2:7][CH2:6]2)[O:4][CH2:3][CH2:2]1.Cl.C[O:14][C:15](=O)[CH2:16][CH2:17][CH2:18][NH2:19].C(N(CC)CC)C.C(O[BH-](OC(=O)C)OC(=O)C)(=O)C.[Na+], predict the reaction product. (5) Given the reactants [CH3:1][O:2][C:3]([C:5]1[N:6]=[C:7]2[C:12]([C:13]([F:16])([F:15])[F:14])=[CH:11][C:10]([Br:17])=[CH:9][N:8]2[CH:18]=1)=[O:4].O=P(Cl)(Cl)Cl.Cl.[OH-].[Na+].CN([CH:30]=[O:31])C, predict the reaction product. The product is: [CH3:1][O:2][C:3]([C:5]1[N:6]=[C:7]2[C:12]([C:13]([F:16])([F:15])[F:14])=[CH:11][C:10]([Br:17])=[CH:9][N:8]2[C:18]=1[CH:30]=[O:31])=[O:4]. (6) Given the reactants [H-].[Na+].[CH2:3]([O:5][P:6]([CH2:11][C:12]([O:14][C:15]([CH3:18])([CH3:17])[CH3:16])=[O:13])([O:8][CH2:9][CH3:10])=[O:7])[CH3:4].Br[CH:20]([C:22]1[CH:31]=[CH:30][C:25]([C:26]([O:28][CH3:29])=[O:27])=[CH:24][CH:23]=1)[CH3:21], predict the reaction product. The product is: [C:15]([O:14][C:12](=[O:13])[CH:11]([P:6]([O:5][CH2:3][CH3:4])([O:8][CH2:9][CH3:10])=[O:7])[CH:20]([C:22]1[CH:31]=[CH:30][C:25]([C:26]([O:28][CH3:29])=[O:27])=[CH:24][CH:23]=1)[CH3:21])([CH3:16])([CH3:18])[CH3:17].